Dataset: Forward reaction prediction with 1.9M reactions from USPTO patents (1976-2016). Task: Predict the product of the given reaction. (1) Given the reactants [CH2:1]([O:8][C:9]1[CH:10]=[C:11]2[C:15](=[CH:16][CH:17]=1)[NH:14][CH:13]=[CH:12]2)[C:2]1[CH:7]=[CH:6][CH:5]=[CH:4][CH:3]=1.C(OC(=O)[CH:22]([C:24]1[CH:29]=[CH:28][CH:27]=[CH:26][CH:25]=1)[CH3:23])C.[F-].C([N+](CCCC)(CCCC)CCCC)CCC.[C:49]([O:52][CH2:53][CH3:54])(=[O:51])C.CCCCCC, predict the reaction product. The product is: [CH2:53]([O:52][C:49](=[O:51])[CH:23]=[C:22]([N:14]1[C:15]2[C:11](=[CH:10][C:9]([O:8][CH2:1][C:2]3[CH:3]=[CH:4][CH:5]=[CH:6][CH:7]=3)=[CH:17][CH:16]=2)[CH:12]=[CH:13]1)[C:24]1[CH:25]=[CH:26][CH:27]=[CH:28][CH:29]=1)[CH3:54]. (2) The product is: [C:1]([O:5][C:6]([N:8]([CH:9]1[CH2:11][CH2:10]1)[CH2:12][CH2:13][NH:18][CH:15]([CH3:17])[CH3:16])=[O:7])([CH3:4])([CH3:3])[CH3:2]. Given the reactants [C:1]([O:5][C:6]([N:8]([CH2:12][CH:13]=O)[CH:9]([CH3:11])[CH3:10])=[O:7])([CH3:4])([CH3:3])[CH3:2].[CH:15]1([NH2:18])[CH2:17][CH2:16]1.[BH4-].[Na+].O, predict the reaction product. (3) Given the reactants Br[C:2]1[C:3]([CH2:11][CH3:12])=[N:4][C:5]([N+:8]([O-:10])=[O:9])=[CH:6][CH:7]=1.[Cl:13][C:14]1[CH:19]=[C:18]([OH:20])[CH:17]=[CH:16][N:15]=1.C([O-])([O-])=O.[K+].[K+].CCOC(C)=O, predict the reaction product. The product is: [Cl:13][C:14]1[CH:19]=[C:18]([O:20][C:2]2[C:3]([CH2:11][CH3:12])=[N:4][C:5]([N+:8]([O-:10])=[O:9])=[CH:6][CH:7]=2)[CH:17]=[CH:16][N:15]=1.